From a dataset of Catalyst prediction with 721,799 reactions and 888 catalyst types from USPTO. Predict which catalyst facilitates the given reaction. (1) Reactant: [F:1][C:2]1[CH:7]=[C:6]([I:8])[CH:5]=[CH:4][C:3]=1[NH:9][C:10]1[C:15]([N+:16]([O-])=O)=[C:14]([F:19])[CH:13]=[C:12]([F:20])[C:11]=1[F:21].[C:22](N1C=CN=C1)(N1C=CN=C1)=[O:23]. Product: [F:19][C:14]1[C:15]2[NH:16][C:22](=[O:23])[N:9]([C:3]3[CH:4]=[CH:5][C:6]([I:8])=[CH:7][C:2]=3[F:1])[C:10]=2[C:11]([F:21])=[C:12]([F:20])[CH:13]=1. The catalyst class is: 2. (2) Reactant: [F:1][C:2]1[CH:7]=[CH:6][C:5]([S:8]([NH:11][C:12]2[CH:17]=[CH:16][CH:15]=[CH:14][C:13]=2[CH:18]2[CH2:27][C:26]([CH3:29])([CH3:28])[C:25]3[C:20](=[CH:21][CH:22]=[C:23]([C:30]([O:32]CC)=[O:31])[CH:24]=3)[NH:19]2)(=[O:10])=[O:9])=[CH:4][CH:3]=1.O.[OH-].[Li+].[OH-].[Na+]. Product: [F:1][C:2]1[CH:7]=[CH:6][C:5]([S:8]([NH:11][C:12]2[CH:17]=[CH:16][CH:15]=[CH:14][C:13]=2[CH:18]2[CH2:27][C:26]([CH3:28])([CH3:29])[C:25]3[C:20](=[CH:21][CH:22]=[C:23]([C:30]([OH:32])=[O:31])[CH:24]=3)[NH:19]2)(=[O:10])=[O:9])=[CH:4][CH:3]=1. The catalyst class is: 40.